Dataset: Forward reaction prediction with 1.9M reactions from USPTO patents (1976-2016). Task: Predict the product of the given reaction. (1) Given the reactants Br[CH2:2][CH2:3][CH2:4][CH:5]=[CH2:6].[Mg].[F:8][C:9]([F:19])([F:18])[C:10]1[CH:17]=[CH:16][C:13]([CH:14]=[O:15])=[CH:12][CH:11]=1, predict the reaction product. The product is: [F:8][C:9]([F:18])([F:19])[C:10]1[CH:17]=[CH:16][C:13]([CH:14]([OH:15])[CH2:6][CH2:5][CH2:4][CH:3]=[CH2:2])=[CH:12][CH:11]=1. (2) Given the reactants [H-].[Na+].C(OP([CH2:11][C:12]([O:14][CH2:15][CH3:16])=[O:13])(OCC)=O)C.[CH2:17]([N:21]([CH2:37][CH:38]([CH3:40])[CH3:39])[C:22]1[CH:27]=[CH:26][C:25]([C:28](=O)[C:29]([F:32])([F:31])[F:30])=[CH:24][C:23]=1[N+:34]([O-:36])=[O:35])[CH:18]([CH3:20])[CH3:19], predict the reaction product. The product is: [CH2:37]([N:21]([CH2:17][CH:18]([CH3:20])[CH3:19])[C:22]1[CH:27]=[CH:26][C:25]([C:28]([C:29]([F:32])([F:31])[F:30])=[CH:11][C:12]([O:14][CH2:15][CH3:16])=[O:13])=[CH:24][C:23]=1[N+:34]([O-:36])=[O:35])[CH:38]([CH3:39])[CH3:40]. (3) Given the reactants [S:1]1[CH2:6][CH2:5][CH:4]=[C:3]([C:7]([O-:9])=[O:8])[CH2:2]1.B(O[O-])=O.[Na+].O.[OH-].[Na+].[C:18](O)(=O)C, predict the reaction product. The product is: [S:1]1[CH2:6][CH2:5][CH:4]=[C:3]([C:7]([O:9][CH3:18])=[O:8])[CH2:2]1. (4) Given the reactants [CH2:1]([O:8][CH2:9][CH2:10][CH2:11][C@H:12]([C:21]1[O:25][N:24]=[C:23]([C:26]2[CH:30]=[C:29]([CH:31]([OH:36])[C:32]([CH3:35])([CH3:34])[CH3:33])[O:28][N:27]=2)[C:22]=1[I:37])[CH2:13][C:14]([O:16][C:17]([CH3:20])([CH3:19])[CH3:18])=[O:15])[C:2]1[CH:7]=[CH:6][CH:5]=[CH:4][CH:3]=1.CC(OI1(OC(C)=O)(OC(C)=O)OC(=O)C2C=CC=CC1=2)=O.S([O-])([O-])=O.[Na+].[Na+].C(=O)([O-])O.[Na+], predict the reaction product. The product is: [CH2:1]([O:8][CH2:9][CH2:10][CH2:11][C@H:12]([C:21]1[O:25][N:24]=[C:23]([C:26]2[CH:30]=[C:29]([C:31](=[O:36])[C:32]([CH3:35])([CH3:34])[CH3:33])[O:28][N:27]=2)[C:22]=1[I:37])[CH2:13][C:14]([O:16][C:17]([CH3:20])([CH3:19])[CH3:18])=[O:15])[C:2]1[CH:7]=[CH:6][CH:5]=[CH:4][CH:3]=1. (5) Given the reactants [CH2:1]([SH:8])[C:2]1[CH:7]=[CH:6][CH:5]=[CH:4][CH:3]=1.[OH-].[Na+].[Br:11][C:12]1[CH:17]=[CH:16][C:15]([C:18](=[O:33])/[CH:19]=[C:20](\[C:25]2[CH:30]=[C:29]([Cl:31])[CH:28]=[C:27]([Cl:32])[CH:26]=2)/[C:21]([F:24])([F:23])[F:22])=[CH:14][C:13]=1[CH3:34], predict the reaction product. The product is: [CH2:1]([S:8][C:20]([C:25]1[CH:26]=[C:27]([Cl:32])[CH:28]=[C:29]([Cl:31])[CH:30]=1)([C:21]([F:22])([F:23])[F:24])[CH2:19][C:18]([C:15]1[CH:16]=[CH:17][C:12]([Br:11])=[C:13]([CH3:34])[CH:14]=1)=[O:33])[C:2]1[CH:7]=[CH:6][CH:5]=[CH:4][CH:3]=1. (6) Given the reactants [CH2:1]([O:4][C:5](=[O:41])[C@@H:6]([NH:33][C:34]([O:36][C:37]([CH3:40])([CH3:39])[CH3:38])=[O:35])[CH2:7][C:8]1[CH:32]=[CH:31][C:11]([O:12][C:13]([NH:15][C@H:16]([C:28](O)=[O:29])[CH2:17][CH2:18][CH2:19][NH:20][C:21]([O:23][C:24]([CH3:27])([CH3:26])[CH3:25])=[O:22])=[O:14])=[CH:10][CH:9]=1)[CH:2]=[CH2:3].[C:42]([S:61][CH2:62][C@@H:63]([C:65]([NH2:67])=[O:66])[NH2:64])([C:55]1[CH:60]=[CH:59][CH:58]=[CH:57][CH:56]=1)([C:49]1[CH:54]=[CH:53][CH:52]=[CH:51][CH:50]=1)[C:43]1[CH:48]=[CH:47][CH:46]=[CH:45][CH:44]=1.C(N(CC)C(C)C)(C)C.CN(C(ON1N=NC2C=CC=NC1=2)=[N+](C)C)C.F[P-](F)(F)(F)(F)F, predict the reaction product. The product is: [CH2:1]([O:4][C:5](=[O:41])[C@@H:6]([NH:33][C:34]([O:36][C:37]([CH3:40])([CH3:39])[CH3:38])=[O:35])[CH2:7][C:8]1[CH:9]=[CH:10][C:11]([O:12][C:13]([NH:15][C@H:16]([C:28]([NH:64][C@H:63]([C:65]([NH2:67])=[O:66])[CH2:62][S:61][C:42]([C:49]2[CH:54]=[CH:53][CH:52]=[CH:51][CH:50]=2)([C:55]2[CH:56]=[CH:57][CH:58]=[CH:59][CH:60]=2)[C:43]2[CH:44]=[CH:45][CH:46]=[CH:47][CH:48]=2)=[O:29])[CH2:17][CH2:18][CH2:19][NH:20][C:21]([O:23][C:24]([CH3:27])([CH3:26])[CH3:25])=[O:22])=[O:14])=[CH:31][CH:32]=1)[CH:2]=[CH2:3]. (7) Given the reactants Cl[C:2]1[C:7]([CH:8]([CH3:10])[CH3:9])=[C:6]([O:11][CH3:12])[N:5]=[C:4]([O:13][CH3:14])[N:3]=1.Br[CH2:16][C:17]1[CH:18]=[C:19]([CH:24]=[CH:25][C:26]#[N:27])[CH:20]=[C:21]([CH3:23])[CH:22]=1.[H-].[Na+].[Cl-].[NH4+].[CH3:32][N:33](C=O)C, predict the reaction product. The product is: [C:32]([CH:16]([C:2]1[C:7]([CH:8]([CH3:10])[CH3:9])=[C:6]([O:11][CH3:12])[N:5]=[C:4]([O:13][CH3:14])[N:3]=1)[C:17]1[CH:18]=[C:19]([CH:24]=[CH:25][C:26]#[N:27])[CH:20]=[C:21]([CH3:23])[CH:22]=1)#[N:33]. (8) Given the reactants [NH2:1][CH:2]1[C:11]2([CH2:16][CH2:15][N:14](C(OC(C)(C)C)=O)[CH2:13][CH2:12]2)[O:10][C:9]2[C:4](=[CH:5][CH:6]=[CH:7][CH:8]=2)[C:3]1=O.[C:25](Cl)(=O)[CH3:26].C(N(CC)CC)C.COC1C=CC(P2(SP(C3C=CC(OC)=CC=3)(=S)S2)=[S:45])=CC=1.Cl.O1CCOCC1, predict the reaction product. The product is: [CH3:26][C:25]1[S:45][C:3]2[C:4]3[CH:5]=[CH:6][CH:7]=[CH:8][C:9]=3[O:10][C:11]3([CH2:12][CH2:13][NH:14][CH2:15][CH2:16]3)[C:2]=2[N:1]=1. (9) Given the reactants [F:1][CH:2]([F:11])[O:3][C:4]1[CH:5]=[C:6]([NH2:10])[CH:7]=[CH:8][CH:9]=1.CCN(C(C)C)C(C)C.Cl[C:22](OC1C=CC=CC=1)=[O:23].[NH2:31][C:32]1[CH:37]=[CH:36][C:35]([C:38]2[C:48]3[C:47](=[O:49])[N:46]([CH2:50][CH3:51])[CH2:45][C:44]([CH3:53])([CH3:52])[O:43][C:42]=3[N:41]=[C:40]([N:54]3[CH2:60][CH:59]4[O:61][CH:56]([CH2:57][CH2:58]4)[CH2:55]3)[N:39]=2)=[CH:34][CH:33]=1, predict the reaction product. The product is: [F:1][CH:2]([F:11])[O:3][C:4]1[CH:5]=[C:6]([NH:10][C:22]([NH:31][C:32]2[CH:33]=[CH:34][C:35]([C:38]3[C:48]4[C:47](=[O:49])[N:46]([CH2:50][CH3:51])[CH2:45][C:44]([CH3:53])([CH3:52])[O:43][C:42]=4[N:41]=[C:40]([N:54]4[CH2:55][CH:56]5[O:61][CH:59]([CH2:58][CH2:57]5)[CH2:60]4)[N:39]=3)=[CH:36][CH:37]=2)=[O:23])[CH:7]=[CH:8][CH:9]=1. (10) Given the reactants [CH2:1]1[O:9][C:8]2[CH:7]=[CH:6][C:5]([CH:10]3[CH2:15][NH:14][CH2:13][CH2:12][NH:11]3)=[CH:4][C:3]=2[O:2]1.Cl[C:17]1[C:26]2[C:21](=[CH:22][C:23]([O:29][CH3:30])=[C:24]([O:27][CH3:28])[CH:25]=2)[N:20]=[CH:19][N:18]=1, predict the reaction product. The product is: [CH2:1]1[O:9][C:8]2[CH:7]=[CH:6][C:5]([CH:10]3[NH:11][CH2:12][CH2:13][N:14]([C:17]4[C:26]5[C:21](=[CH:22][C:23]([O:29][CH3:30])=[C:24]([O:27][CH3:28])[CH:25]=5)[N:20]=[CH:19][N:18]=4)[CH2:15]3)=[CH:4][C:3]=2[O:2]1.